Dataset: Full USPTO retrosynthesis dataset with 1.9M reactions from patents (1976-2016). Task: Predict the reactants needed to synthesize the given product. (1) The reactants are: [OH-].[Na+].[N:3]1([CH:8]([CH2:18][CH2:19][CH2:20][CH2:21][CH2:22][CH2:23][CH2:24][CH2:25][CH2:26][CH3:27])[CH2:9][CH2:10][CH2:11][CH2:12][CH2:13][CH2:14][C:15]([O-:17])=[O:16])[CH:7]=[CH:6][N:5]=[CH:4]1. Given the product [N:3]1([CH:8]([CH2:18][CH2:19][CH2:20][CH2:21][CH2:22][CH2:23][CH2:24][CH2:25][CH2:26][CH3:27])[CH2:9][CH2:10][CH2:11][CH2:12][CH2:13][CH2:14][C:15]([OH:17])=[O:16])[CH:7]=[CH:6][N:5]=[CH:4]1, predict the reactants needed to synthesize it. (2) Given the product [CH2:11]([NH:18][C:7]1[C:2]([Br:1])=[C:3]([NH2:10])[N:4]=[C:5]([NH2:9])[N:6]=1)[C:12]1[CH:17]=[CH:16][CH:15]=[CH:14][CH:13]=1, predict the reactants needed to synthesize it. The reactants are: [Br:1][C:2]1[C:3]([NH2:10])=[N:4][C:5]([NH2:9])=[N:6][C:7]=1Cl.[CH2:11]([NH2:18])[C:12]1[CH:17]=[CH:16][CH:15]=[CH:14][CH:13]=1. (3) Given the product [NH2:1][C:2]1[N:3]=[C:4]([S:16][CH:17]([CH3:19])[CH3:18])[C:5]([C:14]#[N:15])=[C:6]([C:8]2[CH:13]=[CH:12][CH:11]=[CH:10][CH:9]=2)[N:7]=1, predict the reactants needed to synthesize it. The reactants are: [NH2:1][C:2]1[NH:3][C:4](=[S:16])[C:5]([C:14]#[N:15])=[C:6]([C:8]2[CH:13]=[CH:12][CH:11]=[CH:10][CH:9]=2)[N:7]=1.[CH:17](Br)([CH3:19])[CH3:18].CC[O-].[Na+]. (4) Given the product [F:1][C:2]([F:12])([F:11])[C:3]1[CH:10]=[CH:9][C:6]([CH2:7][NH:16][CH2:15][CH2:13][OH:14])=[CH:5][CH:4]=1, predict the reactants needed to synthesize it. The reactants are: [F:1][C:2]([F:12])([F:11])[C:3]1[CH:10]=[CH:9][C:6]([CH2:7]Br)=[CH:5][CH:4]=1.[CH2:13]([CH2:15][NH2:16])[OH:14].